From a dataset of M1 muscarinic receptor antagonist screen with 61,756 compounds. Binary Classification. Given a drug SMILES string, predict its activity (active/inactive) in a high-throughput screening assay against a specified biological target. (1) The molecule is S(CC(=O)N(CC)CC)c1oc(nn1)CCNC(OC(C)(C)C)=O. The result is 0 (inactive). (2) The drug is O=C(NC1CCCCC1)NC(=O)CN1CCN(CC1)Cc1ccccc1. The result is 0 (inactive). (3) The molecule is S(c1n(nnn1)c1cc(OC)c(OC)cc1)CC(=O)Nc1cc(NC(=O)C)ccc1. The result is 0 (inactive). (4) The compound is Clc1cc2c(CC(=O)N3CCN(CC3)c3c(c(ccc3)C)C)c([nH]c2cc1)C(O)=O. The result is 0 (inactive). (5) The molecule is s1c(NC(=O)Cn2c3c(n(c(=O)n(c3=O)C)C)nc2)nc2c1cc(OCC)cc2. The result is 0 (inactive). (6) The compound is O=C(N1CCc2c1cccc2)CCCC(=O)N1CCc2c1cccc2. The result is 0 (inactive). (7) The drug is O=C1N(CC(=O)Nc2ccc(cc2)C(OCC)=O)C(=O)NC1. The result is 0 (inactive). (8) The molecule is O=C(N1CCN(CC1)c1ccc(NC(=O)c2ccc(OCCCC)cc2)cc1)C. The result is 0 (inactive).